Dataset: Reaction yield outcomes from USPTO patents with 853,638 reactions. Task: Predict the reaction yield, written as a fraction of the theoretical maximum amount of product (1.0 means a 100% yield; for example, 0.34 means a 34% yield). (1) The reactants are [CH3:1][N:2]([S:20]([C:23]1[S:24][CH:25]=[CH:26][CH:27]=1)(=[O:22])=[O:21])[C:3]1[CH:4]=[CH:5][CH:6]=[C:7]2[C:11]=1[NH:10][C:9]([C:12]1[S:13][CH:14]([C:17](O)=[O:18])[CH2:15][N:16]=1)=[CH:8]2.[N:28]1(O)C2C=CC=CC=2N=N1.Cl.CN(C)CCCN=C=NCC.N. The catalyst is CN(C)C=O.O. The product is [CH3:1][N:2]([S:20]([C:23]1[S:24][CH:25]=[CH:26][CH:27]=1)(=[O:22])=[O:21])[C:3]1[CH:4]=[CH:5][CH:6]=[C:7]2[C:11]=1[NH:10][C:9]([C:12]1[S:13][CH:14]([C:17]([NH2:28])=[O:18])[CH2:15][N:16]=1)=[CH:8]2. The yield is 0.110. (2) The reactants are FC(F)(F)C(O)=O.[CH:8]1([C:14]2[C:15]3[CH:16]=[CH:17][C:18]([C:38]([O:40]C(C)(C)C)=[O:39])=[CH:19][C:20]=3[N:21]3[CH2:27][C:26]([C:28]([O:30][CH3:31])=[O:29])=[CH:25][C:24]4[CH:32]=[C:33]([O:36][CH3:37])[CH:34]=[CH:35][C:23]=4[C:22]=23)[CH2:13][CH2:12][CH2:11][CH2:10][CH2:9]1. The catalyst is ClC(Cl)C. The product is [CH:8]1([C:14]2[C:15]3[CH:16]=[CH:17][C:18]([C:38]([OH:40])=[O:39])=[CH:19][C:20]=3[N:21]3[CH2:27][C:26]([C:28]([O:30][CH3:31])=[O:29])=[CH:25][C:24]4[CH:32]=[C:33]([O:36][CH3:37])[CH:34]=[CH:35][C:23]=4[C:22]=23)[CH2:13][CH2:12][CH2:11][CH2:10][CH2:9]1. The yield is 0.940. (3) The reactants are [CH3:1][C:2]1[CH:3]=[C:4]([C:8]([C:10]2[CH:15]=[CH:14][CH:13]=[C:12](C)[N:11]=2)=O)[O:5][C:6]=1[CH3:7].[NH3:17].[CH3:18]O. No catalyst specified. The product is [CH3:1][C:2]1[CH:3]=[C:4]([OH:5])[C:8]([C:10]2[CH:15]=[C:14]([CH3:18])[CH:13]=[CH:12][N:11]=2)=[N:17][C:6]=1[CH3:7]. The yield is 0.890. (4) The reactants are [CH:1]1([CH2:7][CH2:8][C:9]([CH:11]2[C:16](=O)[CH2:15][CH2:14][N:13]([C:18]([O:20][C:21]([CH3:24])([CH3:23])[CH3:22])=[O:19])[CH2:12]2)=O)[CH2:6][CH2:5][CH2:4][CH2:3][CH2:2]1.[CH3:25][C:26]1[N:27]([C:31]2[CH:36]=[CH:35][C:34]([NH:37][C:38]([NH2:40])=[NH:39])=[CH:33][CH:32]=2)[CH:28]=[CH:29][N:30]=1. No catalyst specified. The product is [CH:1]1([CH2:7][CH2:8][C:9]2[C:11]3[CH2:12][N:13]([C:18]([O:20][C:21]([CH3:24])([CH3:23])[CH3:22])=[O:19])[CH2:14][CH2:15][C:16]=3[N:40]=[C:38]([NH:37][C:34]3[CH:35]=[CH:36][C:31]([N:27]4[CH:28]=[CH:29][N:30]=[C:26]4[CH3:25])=[CH:32][CH:33]=3)[N:39]=2)[CH2:6][CH2:5][CH2:4][CH2:3][CH2:2]1. The yield is 0.450. (5) The reactants are [H-].[Al+3].[Li+].[H-].[H-].[H-].C([CH2:10][C:11]1[CH:16]=[CH:15][C:14]([CH2:17][CH2:18][CH2:19][CH2:20][N:21]=[N+]=[N-])=[CH:13][CH:12]=1)(O)=O.[OH2:24].[OH-].[Na+]. The product is [OH:24][CH2:10][C:11]1[CH:16]=[CH:15][C:14]([CH2:17][CH2:18][CH2:19][CH2:20][NH2:21])=[CH:13][CH:12]=1. The yield is 0.640. The catalyst is C1COCC1. (6) The reactants are [Br:1][C:2]1[CH:7]=[CH:6][C:5]([NH:8][C:9]2[C:10]([C:26]([OH:28])=O)=[CH:11][C:12]3[N:16]([CH2:17][CH:18]4[CH2:23][CH2:22][CH2:21][CH2:20][O:19]4)[CH:15]=[N:14][C:13]=3[C:24]=2[F:25])=[C:4]([Cl:29])[CH:3]=1.C1C=CC2N(O)N=NC=2C=1.C(N(CC)CC)C.[CH:47]([O:49][CH2:50][CH2:51][O:52][NH2:53])=[CH2:48].CCN=C=NCCCN(C)C. The catalyst is CN(C)C=O.C(OCC)(=O)C.O. The product is [CH:47]([O:49][CH2:50][CH2:51][O:52][NH:53][C:26]([C:10]1[C:9]([NH:8][C:5]2[CH:6]=[CH:7][C:2]([Br:1])=[CH:3][C:4]=2[Cl:29])=[C:24]([F:25])[C:13]2[N:14]=[CH:15][N:16]([CH2:17][CH:18]3[CH2:23][CH2:22][CH2:21][CH2:20][O:19]3)[C:12]=2[CH:11]=1)=[O:28])=[CH2:48]. The yield is 0.790. (7) The reactants are CCN(C(C)C)C(C)C.[Br:10][C:11]1[N:16]=[C:15]([C:17]([OH:19])=O)[CH:14]=[CH:13][CH:12]=1.C1C=CC2N(O)N=NC=2C=1.CCN=C=NCCCN(C)C.[O:41]=[C:42]([N:59]1[CH2:64][CH2:63][NH:62][CH2:61][CH2:60]1)[CH2:43][NH:44][C:45]([C:47]1[CH:52]=[CH:51][C:50]([C:53]2[CH:58]=[CH:57][CH:56]=[CH:55][CH:54]=2)=[CH:49][CH:48]=1)=[O:46]. The catalyst is CN(C=O)C.O. The product is [Br:10][C:11]1[N:16]=[C:15]([C:17]([N:62]2[CH2:61][CH2:60][N:59]([C:42](=[O:41])[CH2:43][NH:44][C:45]([C:47]3[CH:52]=[CH:51][C:50]([C:53]4[CH:58]=[CH:57][CH:56]=[CH:55][CH:54]=4)=[CH:49][CH:48]=3)=[O:46])[CH2:64][CH2:63]2)=[O:19])[CH:14]=[CH:13][CH:12]=1. The yield is 0.246.